Dataset: Full USPTO retrosynthesis dataset with 1.9M reactions from patents (1976-2016). Task: Predict the reactants needed to synthesize the given product. Given the product [NH:16]1[C:17]2[C:22](=[CH:21][CH:20]=[CH:19][CH:18]=2)[C:14]([C@@H:11]2[CH2:12][CH2:13][C@H:9]([NH2:8])[CH2:10]2)=[CH:15]1, predict the reactants needed to synthesize it. The reactants are: C([NH:8][C@H:9]1[CH2:13][CH2:12][C@@H:11]([C:14]2[C:22]3[C:17](=[CH:18][CH:19]=[CH:20][CH:21]=3)[NH:16][CH:15]=2)[CH2:10]1)C1C=CC=CC=1.C([O-])=O.[NH4+].